This data is from Reaction yield outcomes from USPTO patents with 853,638 reactions. The task is: Predict the reaction yield, written as a fraction of the theoretical maximum amount of product (1.0 means a 100% yield; for example, 0.34 means a 34% yield). (1) The reactants are F[C:2]1[CH:3]=[C:4]2[C:9](=[CH:10][C:11]=1[N+:12]([O-:14])=[O:13])[NH:8][C:7](=[O:15])[N:6]([NH:16][S:17]([CH3:20])(=[O:19])=[O:18])[C:5]2=[O:21].[NH:22]1[CH:26]=[C:25]([CH2:27][C:28]#[N:29])[N:24]=[CH:23]1. No catalyst specified. The product is [C:28]([CH2:27][C:25]1[N:24]=[CH:23][N:22]([C:2]2[CH:3]=[C:4]3[C:9](=[CH:10][C:11]=2[N+:12]([O-:14])=[O:13])[NH:8][C:7](=[O:15])[N:6]([NH:16][S:17]([CH3:20])(=[O:19])=[O:18])[C:5]3=[O:21])[CH:26]=1)#[N:29]. The yield is 0.470. (2) The reactants are [N+:1]([C:4]1[CH:14]=[CH:13][CH:12]=[C:6]2[C:7]([O:9][C:10](=[O:11])[C:5]=12)=O)([O-:3])=[O:2].[NH2:15][CH2:16][CH2:17][CH2:18][CH2:19][C:20]([OH:22])=[O:21]. The product is [N+:1]([C:4]1[CH:14]=[CH:13][CH:12]=[C:6]2[C:7]([N:15]([CH2:16][CH2:17][CH2:18][CH2:19][C:20]([OH:22])=[O:21])[C:10](=[O:11])[C:5]=12)=[O:9])([O-:3])=[O:2]. No catalyst specified. The yield is 0.730. (3) The yield is 0.470. The catalyst is CN(C=O)C. The reactants are FC(F)(F)S([O:6][Si:7]([CH:14]([CH3:16])[CH3:15])([CH:11]([CH3:13])[CH3:12])[CH:8]([CH3:10])[CH3:9])(=O)=O.[F:19][C:20]1[CH:21]=[CH:22][C:23]2[N:24]([C:26]([N:29]3[CH2:33][CH2:32][CH2:31][C@@H:30]3CO)=[N:27][N:28]=2)[CH:25]=1.CCN(CC)CC. The product is [F:19][C:20]1[CH:21]=[CH:22][C:23]2[N:24]([C:26]([N:29]3[CH2:33][CH2:32][CH2:31][C@@H:30]3[O:6][Si:7]([CH:8]([CH3:9])[CH3:10])([CH:11]([CH3:12])[CH3:13])[CH:14]([CH3:15])[CH3:16])=[N:27][N:28]=2)[CH:25]=1. (4) The product is [CH3:6][C:4](=[P:7]([N:14]([CH3:16])[CH3:15])([N:11]([CH3:13])[CH3:12])[N:8]([CH3:10])[CH3:9])[CH3:5]. The catalyst is C1COCC1. The reactants are [H-].[K+].[I-].[CH:4]([P+:7]([N:14]([CH3:16])[CH3:15])([N:11]([CH3:13])[CH3:12])[N:8]([CH3:10])[CH3:9])([CH3:6])[CH3:5]. The yield is 0.850. (5) The reactants are [CH2:1]([O:4][C:5]1[CH:10]=[CH:9][C:8](B(O)O)=[CH:7][CH:6]=1)[CH2:2][CH3:3].[Cl:14][C:15]1[N:20]=[C:19](Cl)[N:18]=[C:17]([O:22][CH3:23])[N:16]=1.C(=O)([O-])[O-].[Na+].[Na+].O. The catalyst is C1(C)C=CC=CC=1.C1C=CC([P]([Pd]([P](C2C=CC=CC=2)(C2C=CC=CC=2)C2C=CC=CC=2)([P](C2C=CC=CC=2)(C2C=CC=CC=2)C2C=CC=CC=2)[P](C2C=CC=CC=2)(C2C=CC=CC=2)C2C=CC=CC=2)(C2C=CC=CC=2)C2C=CC=CC=2)=CC=1.C(OCC)(=O)C. The product is [Cl:14][C:15]1[N:16]=[C:17]([O:22][CH3:23])[N:18]=[C:19]([C:8]2[CH:9]=[CH:10][C:5]([O:4][CH2:1][CH2:2][CH3:3])=[CH:6][CH:7]=2)[N:20]=1. The yield is 0.700. (6) The reactants are [F:1][C:2]1[CH:3]=[C:4]([N:9]2[C:14](=[O:15])[C:13]([O:16][CH2:17][CH2:18][C:19]([OH:22])([CH3:21])[CH3:20])=[C:12](Br)[CH:11]=[N:10]2)[CH:5]=[CH:6][C:7]=1[F:8].[CH3:24][S:25][C:26]1[CH:31]=[CH:30][C:29](B(O)O)=[CH:28][CH:27]=1.C([O-])([O-])=O.[K+].[K+]. The catalyst is C(O)C.Cl[Pd](Cl)([P](C1C=CC=CC=1)(C1C=CC=CC=1)C1C=CC=CC=1)[P](C1C=CC=CC=1)(C1C=CC=CC=1)C1C=CC=CC=1. The product is [F:1][C:2]1[CH:3]=[C:4]([N:9]2[C:14](=[O:15])[C:13]([O:16][CH2:17][CH2:18][C:19]([OH:22])([CH3:21])[CH3:20])=[C:12]([C:29]3[CH:30]=[CH:31][C:26]([S:25][CH3:24])=[CH:27][CH:28]=3)[CH:11]=[N:10]2)[CH:5]=[CH:6][C:7]=1[F:8]. The yield is 0.645. (7) The reactants are C(OC([N:8]1[CH2:29][CH2:28][C:11]2([N:15]([CH3:16])[C:14](=[O:17])[N:13]([CH2:18][C:19]3[CH:24]=[CH:23][C:22]([O:25][CH3:26])=[CH:21][CH:20]=3)[C:12]2=[O:27])[CH2:10][CH2:9]1)=O)(C)(C)C.O1CCOCC1.[ClH:36]. The catalyst is C(OCC)C. The product is [ClH:36].[CH3:26][O:25][C:22]1[CH:21]=[CH:20][C:19]([CH2:18][N:13]2[C:12](=[O:27])[C:11]3([CH2:10][CH2:9][NH:8][CH2:29][CH2:28]3)[N:15]([CH3:16])[C:14]2=[O:17])=[CH:24][CH:23]=1. The yield is 0.340. (8) The catalyst is CN(C1C=CN=CC=1)C.ClCCl. The product is [CH:28]1[C:33]2[N:34]([C:19]([C:18]3[CH:22]=[CH:23][C:15]([CH2:14][CH2:13][CH2:12][C:11]([N:8]4[CH2:7][CH2:6][N:5]([CH2:4][CH2:3][C:2]([CH3:1])([CH3:26])[CH3:27])[CH2:10][CH2:9]4)=[O:25])=[C:16]([CH3:24])[CH:17]=3)=[O:21])[CH2:35][CH2:36][CH2:37][O:38][C:32]=2[CH:31]=[CH:30][CH:29]=1. The reactants are [CH3:1][C:2]([CH3:27])([CH3:26])[CH2:3][CH2:4][N:5]1[CH2:10][CH2:9][N:8]([C:11](=[O:25])[CH2:12][CH2:13][CH2:14][C:15]2[CH:23]=[CH:22][C:18]([C:19]([OH:21])=O)=[CH:17][C:16]=2[CH3:24])[CH2:7][CH2:6]1.[CH:28]1[C:33]2[NH:34][CH2:35][CH2:36][CH2:37][O:38][C:32]=2[CH:31]=[CH:30][CH:29]=1.CCN(C(C)C)C(C)C. The yield is 0.100.